The task is: Predict the reaction yield, written as a fraction of the theoretical maximum amount of product (1.0 means a 100% yield; for example, 0.34 means a 34% yield).. This data is from Reaction yield outcomes from USPTO patents with 853,638 reactions. The yield is 0.610. The catalyst is O1CCOCC1. The product is [CH3:1][NH:2][CH2:3][C:5]1[NH:6][C:7]2[C:12]([C:13]=1[CH:14]=[CH2:15])=[CH:11][CH:10]=[CH:9][CH:8]=2. The reactants are [CH3:1][NH:2][C:3]([C:5]1[NH:6][C:7]2[C:12]([C:13]=1[CH:14]=[CH2:15])=[CH:11][CH:10]=[CH:9][CH:8]=2)=O.[H-].[Al+3].[Li+].[H-].[H-].[H-].